From a dataset of Forward reaction prediction with 1.9M reactions from USPTO patents (1976-2016). Predict the product of the given reaction. (1) Given the reactants C1(P(C2C=CC=CC=2)CCCCP(C2C=CC=CC=2)C2C=CC=CC=2)C=CC=CC=1.[BH4-].[Na+].C([N:36]1[C:44]2[C:39](=[N:40][C:41]([C:46]3[CH:51]=[CH:50][C:49]([N:52]4[CH:56]=[C:55]5[CH2:57][N:58]([CH2:60][C:61]([F:64])([F:63])[F:62])[CH2:59][C:54]5=[N:53]4)=[CH:48][CH:47]=3)=[C:42]([Cl:45])[CH:43]=2)[N:38]=[C:37]1[O:65][C@H:66]1[C@H:70]2[O:71][CH2:72][C@@H:73]([OH:74])[C@H:69]2[O:68][CH2:67]1)C=C, predict the reaction product. The product is: [Cl:45][C:42]1[CH:43]=[C:44]2[NH:36][C:37]([O:65][C@H:66]3[C@H:70]4[O:71][CH2:72][C@@H:73]([OH:74])[C@H:69]4[O:68][CH2:67]3)=[N:38][C:39]2=[N:40][C:41]=1[C:46]1[CH:51]=[CH:50][C:49]([N:52]2[CH:56]=[C:55]3[CH2:57][N:58]([CH2:60][C:61]([F:62])([F:63])[F:64])[CH2:59][C:54]3=[N:53]2)=[CH:48][CH:47]=1. (2) Given the reactants [Br:1][C:2]1[CH:7]=[CH:6][C:5]([NH:8][C:9](=O)[C:10]2[CH:15]=[CH:14][C:13]([CH:16]([F:18])[F:17])=[CH:12][CH:11]=2)=[C:4]([OH:20])[CH:3]=1.P(Cl)(Cl)(Cl)=O, predict the reaction product. The product is: [Br:1][C:2]1[CH:7]=[CH:6][C:5]2[N:8]=[C:9]([C:10]3[CH:11]=[CH:12][C:13]([CH:16]([F:17])[F:18])=[CH:14][CH:15]=3)[O:20][C:4]=2[CH:3]=1. (3) Given the reactants N1C=CC=CC=1C(O)=O.P([O-])([O-])([O-])=O.[K+].[K+].[K+].Br[C:19]1[CH:20]=[C:21]([CH:24]=[CH:25][CH:26]=1)[C:22]#[N:23].[O:27]=[S:28]1(=[O:47])[CH2:33][CH2:32][N:31]2[CH:34]3[CH2:39][CH2:38][C:37]([C:40]4[CH:45]=[CH:44][C:43]([OH:46])=[CH:42][CH:41]=4)([C:30]2=[N:29]1)[CH2:36][CH2:35]3, predict the reaction product. The product is: [O:47]=[S:28]1(=[O:27])[CH2:33][CH2:32][N:31]2[CH:34]3[CH2:39][CH2:38][C:37]([C:40]4[CH:41]=[CH:42][C:43]([O:46][C:19]5[CH:20]=[C:21]([CH:24]=[CH:25][CH:26]=5)[C:22]#[N:23])=[CH:44][CH:45]=4)([C:30]2=[N:29]1)[CH2:36][CH2:35]3. (4) Given the reactants [CH3:1][O:2][C:3]([C:5]1[C:13]([NH:14][C:15]2[CH:20]=[CH:19][CH:18]=[CH:17][C:16]=2[CH3:21])=[C:12]([F:22])[C:8]2[NH:9][CH:10]=[N:11][C:7]=2[CH:6]=1)=[O:4].[Cl:23]N1C(=O)CCC1=O, predict the reaction product. The product is: [CH3:1][O:2][C:3]([C:5]1[C:13]([NH:14][C:15]2[CH:20]=[CH:19][C:18]([Cl:23])=[CH:17][C:16]=2[CH3:21])=[C:12]([F:22])[C:8]2[N:9]=[CH:10][NH:11][C:7]=2[CH:6]=1)=[O:4]. (5) Given the reactants [Br:1][C:2]1[C:3]([CH3:18])=[C:4]([C:14]([OH:17])=[CH:15][CH:16]=1)[C:5]([NH:7][C:8]1[CH:13]=[CH:12][CH:11]=[CH:10][CH:9]=1)=[O:6].Cl[C:20](OCC)=[O:21], predict the reaction product. The product is: [Br:1][C:2]1[CH:16]=[CH:15][C:14]2[O:17][C:20](=[O:21])[N:7]([C:8]3[CH:13]=[CH:12][CH:11]=[CH:10][CH:9]=3)[C:5](=[O:6])[C:4]=2[C:3]=1[CH3:18]. (6) Given the reactants Br[C:2]1[N:3]=[C:4]([N:23]2[CH2:28][CH2:27][O:26][CH2:25][CH2:24]2)[S:5][C:6]=1[C:7]1[N:11]2[N:12]=[C:13]([CH3:21])[CH:14]=[C:15]([CH:16]([CH2:19][CH3:20])[CH2:17][CH3:18])[C:10]2=[N:9][C:8]=1[CH3:22].[CH3:29][O-:30].[Na+], predict the reaction product. The product is: [CH2:17]([CH:16]([C:15]1[C:10]2[N:11]([C:7]([C:6]3[S:5][C:4]([N:23]4[CH2:28][CH2:27][O:26][CH2:25][CH2:24]4)=[N:3][C:2]=3[O:30][CH3:29])=[C:8]([CH3:22])[N:9]=2)[N:12]=[C:13]([CH3:21])[CH:14]=1)[CH2:19][CH3:20])[CH3:18]. (7) Given the reactants [CH3:1][O:2][C:3]1[CH:4]=[CH:5][C:6]2[C:18]3[C:17]4[CH:16]=[N:15][CH:14]=[CH:13][C:12]=4[C:11](=[O:19])[C:10]=3[C:9](OS(C3C=CC(C)=CC=3)(=O)=O)=[N:8][C:7]=2[C:31]=1[CH3:32].[NH2:33][CH2:34][CH2:35][N:36]([CH3:45])[CH2:37][CH2:38][CH2:39][N:40]([CH2:42][CH2:43][NH2:44])[CH3:41], predict the reaction product. The product is: [CH3:1][O:2][C:3]1[CH:4]=[CH:5][C:6]2[C:18]3[C:17]4[CH:16]=[N:15][CH:14]=[CH:13][C:12]=4[C:11](=[O:19])[C:10]=3[C:9]([NH:44][CH2:43][CH2:42][N:40]([CH2:39][CH2:38][CH2:37][N:36]([CH2:35][CH2:34][NH:33][C:9]3[C:10]4[C:11](=[O:19])[C:12]5[CH:13]=[CH:14][N:15]=[CH:16][C:17]=5[C:18]=4[C:6]4[CH:5]=[CH:4][C:3]([O:2][CH3:1])=[C:31]([CH3:32])[C:7]=4[N:8]=3)[CH3:45])[CH3:41])=[N:8][C:7]=2[C:31]=1[CH3:32].